Task: Predict the reaction yield, written as a fraction of the theoretical maximum amount of product (1.0 means a 100% yield; for example, 0.34 means a 34% yield).. Dataset: Reaction yield outcomes from USPTO patents with 853,638 reactions The reactants are I[C:2]1[C:7]([O:8][C:9]2[C:18]3[C:13](=[CH:14][C:15]([O:21][CH3:22])=[C:16]([O:19][CH3:20])[CH:17]=3)[N:12]=[CH:11][CH:10]=2)=[CH:6][CH:5]=[C:4]([CH3:23])[N:3]=1.[C:24]1(/[CH:30]=[CH:31]/B(O)O)[CH:29]=[CH:28][CH:27]=[CH:26][CH:25]=1.C(=O)([O-])O.[Na+]. The catalyst is C1(C)C=CC=CC=1. The product is [CH3:20][O:19][C:16]1[CH:17]=[C:18]2[C:13](=[CH:14][C:15]=1[O:21][CH3:22])[N:12]=[CH:11][CH:10]=[C:9]2[O:8][C:7]1[C:2]([CH:31]=[CH:30][C:24]2[CH:29]=[CH:28][CH:27]=[CH:26][CH:25]=2)=[N:3][C:4]([CH3:23])=[CH:5][CH:6]=1. The yield is 0.670.